This data is from NCI-60 drug combinations with 297,098 pairs across 59 cell lines. The task is: Regression. Given two drug SMILES strings and cell line genomic features, predict the synergy score measuring deviation from expected non-interaction effect. (1) Drug 1: C1=CC(=C2C(=C1NCCNCCO)C(=O)C3=C(C=CC(=C3C2=O)O)O)NCCNCCO. Drug 2: C1=CC=C(C=C1)NC(=O)CCCCCCC(=O)NO. Cell line: U251. Synergy scores: CSS=45.2, Synergy_ZIP=-1.31, Synergy_Bliss=-2.93, Synergy_Loewe=-13.9, Synergy_HSA=-0.564. (2) Synergy scores: CSS=22.9, Synergy_ZIP=-5.43, Synergy_Bliss=0.844, Synergy_Loewe=-2.16, Synergy_HSA=1.17. Drug 2: C1C(C(OC1N2C=NC(=NC2=O)N)CO)O. Drug 1: CC1CCC2CC(C(=CC=CC=CC(CC(C(=O)C(C(C(=CC(C(=O)CC(OC(=O)C3CCCCN3C(=O)C(=O)C1(O2)O)C(C)CC4CCC(C(C4)OC)O)C)C)O)OC)C)C)C)OC. Cell line: SNB-19. (3) Drug 1: C1=CC(=CC=C1C#N)C(C2=CC=C(C=C2)C#N)N3C=NC=N3. Drug 2: C1C(C(OC1N2C=NC(=NC2=O)N)CO)O. Cell line: HCT116. Synergy scores: CSS=25.2, Synergy_ZIP=-2.22, Synergy_Bliss=-2.78, Synergy_Loewe=1.69, Synergy_HSA=3.63. (4) Drug 1: CC12CCC(CC1=CCC3C2CCC4(C3CC=C4C5=CN=CC=C5)C)O. Drug 2: CC(C)CN1C=NC2=C1C3=CC=CC=C3N=C2N. Cell line: HS 578T. Synergy scores: CSS=-0.829, Synergy_ZIP=9.53, Synergy_Bliss=6.79, Synergy_Loewe=-0.974, Synergy_HSA=-0.166. (5) Drug 1: CN(C)N=NC1=C(NC=N1)C(=O)N. Drug 2: CC12CCC3C(C1CCC2O)C(CC4=C3C=CC(=C4)O)CCCCCCCCCS(=O)CCCC(C(F)(F)F)(F)F. Cell line: NCI-H522. Synergy scores: CSS=8.82, Synergy_ZIP=-2.79, Synergy_Bliss=-0.121, Synergy_Loewe=0.400, Synergy_HSA=0.953. (6) Drug 1: CNC(=O)C1=NC=CC(=C1)OC2=CC=C(C=C2)NC(=O)NC3=CC(=C(C=C3)Cl)C(F)(F)F. Drug 2: C1=NNC2=C1C(=O)NC=N2. Cell line: MDA-MB-435. Synergy scores: CSS=1.41, Synergy_ZIP=0.0141, Synergy_Bliss=0.0948, Synergy_Loewe=0.580, Synergy_HSA=-0.602. (7) Drug 1: C1=NC2=C(N1)C(=S)N=C(N2)N. Drug 2: COC1=C2C(=CC3=C1OC=C3)C=CC(=O)O2. Cell line: SNB-19. Synergy scores: CSS=-5.82, Synergy_ZIP=-1.05, Synergy_Bliss=-12.7, Synergy_Loewe=-17.3, Synergy_HSA=-14.3. (8) Drug 1: CC1=C(C=C(C=C1)NC2=NC=CC(=N2)N(C)C3=CC4=NN(C(=C4C=C3)C)C)S(=O)(=O)N.Cl. Drug 2: C(=O)(N)NO. Cell line: MDA-MB-231. Synergy scores: CSS=14.0, Synergy_ZIP=-3.45, Synergy_Bliss=-1.98, Synergy_Loewe=-0.0904, Synergy_HSA=-0.304.